Predict the reactants needed to synthesize the given product. From a dataset of Full USPTO retrosynthesis dataset with 1.9M reactions from patents (1976-2016). (1) Given the product [CH3:40][O:41][C:42](=[O:50])[C:43]1[CH:48]=[CH:47][CH:46]=[C:45]([NH:49][C:29]([N:9]2[CH2:10][C@@H:11]([CH2:23][C:24]([CH3:25])([CH3:27])[CH3:26])[C@@:12]([C:15]3[CH:20]=[CH:19][C:18]([Cl:21])=[CH:17][C:16]=3[F:22])([C:13]#[N:14])[C@H:8]2[C:4]2[CH:5]=[CH:6][CH:7]=[C:2]([Cl:1])[C:3]=2[F:28])=[O:30])[CH:44]=1, predict the reactants needed to synthesize it. The reactants are: [Cl:1][C:2]1[C:3]([F:28])=[C:4]([CH:8]2[C:12]([C:15]3[CH:20]=[CH:19][C:18]([Cl:21])=[CH:17][C:16]=3[F:22])([C:13]#[N:14])[CH:11]([CH2:23][C:24]([CH3:27])([CH3:26])[CH3:25])[CH2:10][NH:9]2)[CH:5]=[CH:6][CH:7]=1.[C:29](Cl)(Cl)=[O:30].C(N(CC)CC)C.[CH3:40][O:41][C:42](=[O:50])[C:43]1[CH:48]=[CH:47][CH:46]=[C:45]([NH2:49])[CH:44]=1. (2) Given the product [N+:1]([C:9]1[CH:8]=[CH:7][C:6]2[CH:5]3[CH2:23][CH2:22][CH:12]([CH2:13][N:14]([C:16](=[O:21])[C:17]([F:19])([F:18])[F:20])[CH2:15]3)[C:11]=2[CH:10]=1)([O-:4])=[O:2], predict the reactants needed to synthesize it. The reactants are: [N+:1]([O-:4])(O)=[O:2].[CH:5]12[CH2:23][CH2:22][CH:12]([CH2:13][N:14]([C:16](=[O:21])[C:17]([F:20])([F:19])[F:18])[CH2:15]1)[C:11]1[CH:10]=[CH:9][CH:8]=[CH:7][C:6]2=1.C(Cl)(Cl)Cl.C([O-])(O)=O.[Na+].